From a dataset of Catalyst prediction with 721,799 reactions and 888 catalyst types from USPTO. Predict which catalyst facilitates the given reaction. Reactant: [CH3:1][O:2][C:3](=[O:12])[C:4]1[CH:9]=[CH:8][C:7]([NH2:10])=[C:6]([NH2:11])[CH:5]=1.[CH3:13][C:14]1[CH:21]=[CH:20][CH:19]=[C:18]([CH3:22])[C:15]=1[CH:16]=O.C(S([O-])(=O)=O)(F)(F)F.C(S([O-])(=O)=O)(F)(F)F.C(S([O-])(=O)=O)(F)(F)F.[Yb+3].O. Product: [CH3:1][O:2][C:3]([C:4]1[CH:9]=[CH:8][C:7]2[N:10]=[C:16]([C:15]3[C:18]([CH3:22])=[CH:19][CH:20]=[CH:21][C:14]=3[CH3:13])[NH:11][C:6]=2[CH:5]=1)=[O:12]. The catalyst class is: 197.